From a dataset of Full USPTO retrosynthesis dataset with 1.9M reactions from patents (1976-2016). Predict the reactants needed to synthesize the given product. Given the product [N:15]([C@H:3]1[C@@H:2]([NH:1][C:35]([C:30]2[NH:31][C:32]([CH2:33][CH3:34])=[C:28]([Cl:27])[N:29]=2)=[O:36])[CH2:7][CH2:6][N:5]([C:8]([O:10][C:11]([CH3:12])([CH3:13])[CH3:14])=[O:9])[CH2:4]1)=[N+:16]=[N-:17], predict the reactants needed to synthesize it. The reactants are: [NH2:1][C@H:2]1[CH2:7][CH2:6][N:5]([C:8]([O:10][C:11]([CH3:14])([CH3:13])[CH3:12])=[O:9])[CH2:4][C@H:3]1[N:15]=[N+:16]=[N-:17].C(N(C(C)C)CC)(C)C.[Cl:27][C:28]1[N:29]=[C:30]([C:35](Cl)=[O:36])[NH:31][C:32]=1[CH2:33][CH3:34].